From a dataset of Catalyst prediction with 721,799 reactions and 888 catalyst types from USPTO. Predict which catalyst facilitates the given reaction. (1) Reactant: [Cl:1][C:2]1[N:7]=[C:6]([O:8][C:9]2[CH:14]=[CH:13][C:12]([N+:15]([O-])=O)=[CH:11][C:10]=2[F:18])[CH:5]=[CH:4][N:3]=1.[Cl-].[NH4+].[In]. Product: [Cl:1][C:2]1[N:7]=[C:6]([O:8][C:9]2[CH:14]=[CH:13][C:12]([NH2:15])=[CH:11][C:10]=2[F:18])[CH:5]=[CH:4][N:3]=1. The catalyst class is: 88. (2) Reactant: [C:1]1([C:29]2[CH:34]=[CH:33][CH:32]=[CH:31][CH:30]=2)[CH:6]=[CH:5][CH:4]=[CH:3][C:2]=1[NH:7][C:8]([O:10][CH:11]1[CH2:16][CH2:15][N:14]([CH2:17][CH2:18][C:19](CNCCCC(O)=O)=[O:20])[CH2:13][CH2:12]1)=[O:9].[O:35]1[CH2:39][CH2:38][O:37][CH:36]1[C:40]1[CH:45]=[CH:44][C:43]([NH2:46])=[CH:42][CH:41]=1.F[P-](F)(F)(F)(F)F.C[N+](C)=C(N(C)C)ON1[C:62]2[N:63]=[CH:64][CH:65]=[CH:66][C:61]=2N=N1.C(N(CC)C(C)C)(C)C.[OH2:80]. Product: [O:35]1[CH2:39][CH2:38][O:37][CH:36]1[C:40]1[CH:45]=[CH:44][C:43]([NH:46][C:61]([CH2:66][CH2:65][CH2:64][N:63]([CH3:62])[C:19]([CH2:18][CH2:17][N:14]2[CH2:15][CH2:16][CH:11]([O:10][C:8](=[O:9])[NH:7][C:2]3[CH:3]=[CH:4][CH:5]=[CH:6][C:1]=3[C:29]3[CH:34]=[CH:33][CH:32]=[CH:31][CH:30]=3)[CH2:12][CH2:13]2)=[O:20])=[O:80])=[CH:42][CH:41]=1. The catalyst class is: 2. (3) Reactant: [C:1]1([C:7]2[CH:8]=[CH:9][C:10]([C:19]([O:21]CC)=O)=[N:11][C:12]=2[C:13]2[CH:18]=[CH:17][CH:16]=[CH:15][CH:14]=2)[CH:6]=[CH:5][CH:4]=[CH:3][CH:2]=1.CN[CH2:26][CH2:27]NC.C([Al](CC)CC)C. Product: [C:1]1([C:7]2[CH:8]=[CH:9][C:10]([C:19](=[O:21])[CH2:26][CH3:27])=[N:11][C:12]=2[C:13]2[CH:18]=[CH:17][CH:16]=[CH:15][CH:14]=2)[CH:2]=[CH:3][CH:4]=[CH:5][CH:6]=1. The catalyst class is: 11. (4) The catalyst class is: 4. Reactant: [Cr](Cl)([O-])(=O)=O.[NH+]1C=CC=CC=1.C([O-])(=O)C.[Na+].[OH:17][CH2:18][CH2:19][CH:20]1[CH2:25][CH2:24][N:23]([C:26]([O:28][C:29]([CH3:32])([CH3:31])[CH3:30])=[O:27])[CH2:22][CH2:21]1.C(OCC)C. Product: [O:17]=[CH:18][CH2:19][CH:20]1[CH2:21][CH2:22][N:23]([C:26]([O:28][C:29]([CH3:32])([CH3:31])[CH3:30])=[O:27])[CH2:24][CH2:25]1. (5) Reactant: Br[C:2]1[C:3]([O:8][CH3:9])=[N:4][N:5]([CH3:7])[CH:6]=1.[Cl:10][C:11]1[C:16]([F:17])=[CH:15][CH:14]=[C:13]([O:18][CH3:19])[C:12]=1[C@H:20]([C:22]1[C:30]2[C:25](=[N:26][CH:27]=[C:28](B3OC(C)(C)C(C)(C)O3)[CH:29]=2)[NH:24][CH:23]=1)[CH3:21].C(=O)([O-])[O-].[K+].[K+]. Product: [Cl:10][C:11]1[C:16]([F:17])=[CH:15][CH:14]=[C:13]([O:18][CH3:19])[C:12]=1[C@H:20]([C:22]1[C:30]2[C:25](=[N:26][CH:27]=[C:28]([C:2]3[C:3]([O:8][CH3:9])=[N:4][N:5]([CH3:7])[CH:6]=3)[CH:29]=2)[NH:24][CH:23]=1)[CH3:21]. The catalyst class is: 203.